This data is from Reaction yield outcomes from USPTO patents with 853,638 reactions. The task is: Predict the reaction yield, written as a fraction of the theoretical maximum amount of product (1.0 means a 100% yield; for example, 0.34 means a 34% yield). (1) The reactants are Br[C:2]1[CH:7]=[C:6]([CH3:8])[CH:5]=[C:4](Cl)[N:3]=1.[F:10][C:11]([F:22])([F:21])[C:12]1[CH:17]=[CH:16][C:15](B(O)O)=[CH:14][CH:13]=1.C([O-])([O-])=O.[Na+].[Na+]. The catalyst is COCCOC.O.C1C=CC([P]([Pd]([P](C2C=CC=CC=2)(C2C=CC=CC=2)C2C=CC=CC=2)([P](C2C=CC=CC=2)(C2C=CC=CC=2)C2C=CC=CC=2)[P](C2C=CC=CC=2)(C2C=CC=CC=2)C2C=CC=CC=2)(C2C=CC=CC=2)C2C=CC=CC=2)=CC=1. The product is [CH3:8][C:6]1[CH:5]=[C:4]([C:15]2[CH:16]=[CH:17][C:12]([C:11]([F:22])([F:21])[F:10])=[CH:13][CH:14]=2)[N:3]=[C:2]([C:15]2[CH:16]=[CH:17][C:12]([C:11]([F:22])([F:21])[F:10])=[CH:13][CH:14]=2)[CH:7]=1. The yield is 0.650. (2) The reactants are [NH:1]1[C:11]2[C:6](=[CH:7][CH:8]=[CH:9][CH:10]=2)[C:4](=[O:5])[C:2]1=[O:3].[C:12]1([Mg]Br)[CH:17]=[CH:16][CH:15]=[CH:14][CH:13]=1.C(OCC)C. The catalyst is C1COCC1. The product is [OH:5][C:4]1([C:12]2[CH:17]=[CH:16][CH:15]=[CH:14][CH:13]=2)[C:6]2[C:11](=[CH:10][CH:9]=[CH:8][CH:7]=2)[NH:1][C:2]1=[O:3]. The yield is 0.790. (3) The reactants are [Cl:1][C:2]1[CH:7]=[CH:6][C:5]([CH:8]2[N:12]([C:13]3[CH:18]=[C:17]([CH3:19])[C:16](=[O:20])[N:15]([CH3:21])[CH:14]=3)[C:11](=[O:22])[C:10](=O)[CH:9]2[C:24](=O)[CH2:25][CH3:26])=[CH:4][CH:3]=1.Cl.[CH:29]1([NH:32][NH2:33])[CH2:31][CH2:30]1.C(N(CC)CC)C.S(=O)(=O)(O)N. The catalyst is CCO.CC(O)=O. The product is [Cl:1][C:2]1[CH:7]=[CH:6][C:5]([CH:8]2[C:9]3[C:10](=[N:33][N:32]([CH:29]4[CH2:31][CH2:30]4)[C:24]=3[CH2:25][CH3:26])[C:11](=[O:22])[N:12]2[C:13]2[CH:18]=[C:17]([CH3:19])[C:16](=[O:20])[N:15]([CH3:21])[CH:14]=2)=[CH:4][CH:3]=1. The yield is 0.0500. (4) The reactants are [C:1]([O:5][C:6]([N:8]1[CH2:12][CH2:11][CH2:10][CH:9]1[C:13]1[NH:14][C:15]([Br:18])=[CH:16][N:17]=1)=[O:7])([CH3:4])([CH3:3])[CH3:2].[H-].[Na+].[CH3:21][Si:22]([CH2:25][CH2:26][O:27][CH2:28]Cl)([CH3:24])[CH3:23]. The yield is 0.830. The product is [C:1]([O:5][C:6]([N:8]1[CH2:12][CH2:11][CH2:10][CH:9]1[C:13]1[N:14]([CH2:28][O:27][CH2:26][CH2:25][Si:22]([CH3:24])([CH3:23])[CH3:21])[C:15]([Br:18])=[CH:16][N:17]=1)=[O:7])([CH3:4])([CH3:2])[CH3:3]. The catalyst is CN(C=O)C.